This data is from Forward reaction prediction with 1.9M reactions from USPTO patents (1976-2016). The task is: Predict the product of the given reaction. Given the reactants [CH3:1][O:2][C:3]1[CH:4]=[C:5]([C@:11]([CH:19]([CH3:21])[CH3:20])([CH2:14][CH2:15][CH2:16][NH:17][CH3:18])[C:12]#[N:13])[CH:6]=[CH:7][C:8]=1[O:9][CH3:10].[C:22](=O)([O-])[O-].[K+].[K+].C(Br)[CH2:29][CH:30]([CH3:32])[CH3:31], predict the reaction product. The product is: [CH3:1][O:2][C:3]1[CH:4]=[C:5]([C@:11]([CH:19]([CH3:21])[CH3:20])([CH2:14][CH2:15][CH2:16][N:17]([CH3:22])[CH2:18][CH2:29][CH:30]([CH3:32])[CH3:31])[C:12]#[N:13])[CH:6]=[CH:7][C:8]=1[O:9][CH3:10].